From a dataset of Forward reaction prediction with 1.9M reactions from USPTO patents (1976-2016). Predict the product of the given reaction. (1) Given the reactants [F:1][C:2]([F:11])([F:10])[C:3]1[CH2:4][CH2:5][C:6](=[O:9])[NH:7][N:8]=1.BrBr, predict the reaction product. The product is: [F:11][C:2]([F:1])([F:10])[C:3]1[CH:4]=[CH:5][C:6](=[O:9])[NH:7][N:8]=1. (2) Given the reactants [NH:1]1[CH2:5][CH2:4][CH2:3][C@@H:2]1[CH2:6][OH:7].CCN(CC)CC.[Cl:15][C:16]1[C:25]2[C:20](=[CH:21][CH:22]=[C:23]([S:26](Cl)(=[O:28])=[O:27])[CH:24]=2)[C:19]([Cl:30])=[CH:18][N:17]=1, predict the reaction product. The product is: [Cl:15][C:16]1[C:25]2[C:20](=[CH:21][CH:22]=[C:23]([S:26]([N:1]3[CH2:5][CH2:4][CH2:3][C@@H:2]3[CH2:6][OH:7])(=[O:28])=[O:27])[CH:24]=2)[C:19]([Cl:30])=[CH:18][N:17]=1.